Dataset: Reaction yield outcomes from USPTO patents with 853,638 reactions. Task: Predict the reaction yield, written as a fraction of the theoretical maximum amount of product (1.0 means a 100% yield; for example, 0.34 means a 34% yield). (1) The reactants are [CH2:1]([N:3]1[CH2:8][C:7]([CH3:10])([CH3:9])[O:6][C:5](=[O:11])[CH:4]1[CH2:12][C:13]([OH:15])=O)[CH3:2].C(N(C(C)C)CC)(C)C.CN(C(ON1N=NC2C=CC=NC1=2)=[N+](C)C)C.F[P-](F)(F)(F)(F)F.[F:49][C:50]([F:60])([F:59])[C:51]1[CH:58]=[CH:57][C:54]([CH2:55][NH2:56])=[CH:53][CH:52]=1. The catalyst is CN(C=O)C. The product is [CH2:1]([N:3]1[CH2:8][C:7]([CH3:9])([CH3:10])[O:6][C:5](=[O:11])[CH:4]1[CH2:12][C:13]([NH:56][CH2:55][C:54]1[CH:53]=[CH:52][C:51]([C:50]([F:49])([F:59])[F:60])=[CH:58][CH:57]=1)=[O:15])[CH3:2]. The yield is 0.150. (2) The reactants are [CH3:1][C:2]1C(C2C=C3C(=CC=2)C=C(CCOS(C)(=O)=O)C=C3)=CC=C(C)[N:3]=1.[CH3:26][C:27]1[C:32]([C:33]2[CH:34]=[C:35]3[C:40](=[CH:41][CH:42]=2)[CH:39]=[C:38]([CH2:43][CH2:44][OH:45])[CH:37]=[CH:36]3)=[CH:31][CH:30]=C(C)N=1. No catalyst specified. The product is [OH:45][CH2:44][CH2:43][C:38]1[CH:37]=[C:36]2[C:41](=[CH:40][CH:39]=1)[CH:42]=[C:33]([C:32]1[CH:31]=[CH:30][C:1]([C:2]#[N:3])=[CH:26][CH:27]=1)[CH:34]=[CH:35]2. The yield is 0.970.